Dataset: Experimentally validated miRNA-target interactions with 360,000+ pairs, plus equal number of negative samples. Task: Binary Classification. Given a miRNA mature sequence and a target amino acid sequence, predict their likelihood of interaction. (1) Result: 0 (no interaction). The miRNA is mmu-miR-205-5p with sequence UCCUUCAUUCCACCGGAGUCUG. The protein sequence of the target gene is MMELPLCGRGLILSLIFLLLKLSAAEIPLSVQQVPTIVKQSYVQVAFPFDEYFQIECEAKGNPEPIFSWTKDDKPFDLSDPRIIAANNSGTFKIPNEGHISHFQGKYRCFASNRLGTAVSEEIEFIVPGVPKFPKEKIEPIDVEEGDSIVLPCNPPKGLPPLHIYWMNIELEHIEQDERVYMSQRGDLYFANVEENDSRNDYCCFAAFPKLRTIVQKMPMKLTVNSSNSIKQRKPKLLLPPAQMGSLSAKTVLKGDTLLLECFAEGLPTPHIQWSKPGSELPEGRATIEVHEKTLKIENI.... (2) The miRNA is mmu-miR-3105-5p with sequence AGAGCAAGCCCGUAAGCAGCGU. The protein sequence of the target gene is MADHVQSLAQLENLCKQLYETTDTTTRLQAEKALVEFTNSPDCLSKCQLLLERGSSSYSQLLAATCLTKLVSRTNNPLPLEQRIDIRNYVLNYLATRPKLATFVTQALIQLYARITKLGWFDCQKDDYVFRNAITDVTRFLQDSVEYCIIGVTILSQLTNEINQADTTHPLTKHRKIASSFRDSSLFDIFTLSCNLLKQASGKNLNLNDESQHGLLMQLLKLTHNCLNFDFIGTSTDESSDDLCTVQIPTSWRSAFLDSSTLQLFFDLYHSIPPSFSPLVLSCLVQIASVRRSLFNNAER.... Result: 1 (interaction).